This data is from Forward reaction prediction with 1.9M reactions from USPTO patents (1976-2016). The task is: Predict the product of the given reaction. (1) Given the reactants [BH4-].[Na+].C(O)C.[Cl:6][C:7]1[CH:8]=[C:9]([C:15]2[CH:19]=[CH:18][N:17]([CH2:20][C@@H:21]([NH:23][C:24]([C:26]3[N:27]=[C:28]([C:31](OCC)=[O:32])[S:29][CH:30]=3)=[O:25])[CH3:22])[N:16]=2)[CH:10]=[CH:11][C:12]=1[C:13]#[N:14], predict the reaction product. The product is: [Cl:6][C:7]1[CH:8]=[C:9]([C:15]2[CH:19]=[CH:18][N:17]([CH2:20][C@@H:21]([NH:23][C:24]([C:26]3[N:27]=[C:28]([CH2:31][OH:32])[S:29][CH:30]=3)=[O:25])[CH3:22])[N:16]=2)[CH:10]=[CH:11][C:12]=1[C:13]#[N:14]. (2) The product is: [CH3:7][O:8][C:9](=[O:19])[C@@H:10]([NH:18][C:1]([N:22]1[CH2:21][CH2:20][CH2:26][O:25][CH2:24][CH2:23]1)=[O:2])[CH2:11][C:12]([F:17])([F:16])[CH2:13][CH2:14][CH3:15]. Given the reactants [C:1](=O)(O)[O-:2].[Na+].Cl.[CH3:7][O:8][C:9](=[O:19])[C@@H:10]([NH2:18])[CH2:11][C:12]([F:17])([F:16])[CH2:13][CH2:14][CH3:15].[CH2:20]1[CH2:26][O:25][CH2:24][CH2:23][NH:22][CH2:21]1.Cl.C(N(CC)CC)C, predict the reaction product. (3) Given the reactants C(=O)([O-])[O-].[K+].[K+].C(#N)C.Br[CH2:11][C:12]([NH:14][C:15]1[C:16]([S:24][CH3:25])=[N:17][C:18]([CH3:23])=[CH:19][C:20]=1[S:21][CH3:22])=[O:13].[SH:26][C:27]1[O:28][C:29]2[CH:35]=[CH:34][CH:33]=[CH:32][C:30]=2[N:31]=1, predict the reaction product. The product is: [O:28]1[C:29]2[CH:35]=[CH:34][CH:33]=[CH:32][C:30]=2[N:31]=[C:27]1[S:26][CH2:11][C:12]([NH:14][C:15]1[C:16]([S:24][CH3:25])=[N:17][C:18]([CH3:23])=[CH:19][C:20]=1[S:21][CH3:22])=[O:13]. (4) Given the reactants [CH:1]1([CH2:5][NH:6][C:7]([C:9]2[C:14]([NH:15][C:16]([C:18]3[C:27]4[C:22](=[CH:23][CH:24]=[CH:25][CH:26]=4)[C:21]([CH2:28][N:29]4[CH:33]=[CH:32][N:31]=[N:30]4)=[CH:20][CH:19]=3)=[O:17])=[CH:13][CH:12]=[C:11]([O:34]C)[N:10]=2)=[O:8])[CH2:4][CH2:3][CH2:2]1.Cl.N1C=CC=CC=1, predict the reaction product. The product is: [CH:1]1([CH2:5][NH:6][C:7]([C:9]2[C:14]([NH:15][C:16]([C:18]3[C:27]4[C:22](=[CH:23][CH:24]=[CH:25][CH:26]=4)[C:21]([CH2:28][N:29]4[CH:33]=[CH:32][N:31]=[N:30]4)=[CH:20][CH:19]=3)=[O:17])=[CH:13][CH:12]=[C:11]([OH:34])[N:10]=2)=[O:8])[CH2:4][CH2:3][CH2:2]1.